Task: Binary Classification. Given a T-cell receptor sequence (or CDR3 region) and an epitope sequence, predict whether binding occurs between them.. Dataset: TCR-epitope binding with 47,182 pairs between 192 epitopes and 23,139 TCRs The epitope is LSDDAVVCFNSTY. The TCR CDR3 sequence is CASSRPSAKNIQYF. Result: 0 (the TCR does not bind to the epitope).